Dataset: Forward reaction prediction with 1.9M reactions from USPTO patents (1976-2016). Task: Predict the product of the given reaction. Given the reactants [N:1]1([C:8]([O:10][C:11]([CH3:14])([CH3:13])[CH3:12])=[O:9])[CH2:7][CH2:6][CH2:5][NH:4][CH2:3][CH2:2]1.Br[C:16]1[CH:21]=[CH:20][C:19]([Br:22])=[CH:18][N:17]=1.C(=O)([O-])[O-].[K+].[K+], predict the reaction product. The product is: [Br:22][C:19]1[CH:20]=[CH:21][C:16]([N:4]2[CH2:5][CH2:6][CH2:7][N:1]([C:8]([O:10][C:11]([CH3:14])([CH3:13])[CH3:12])=[O:9])[CH2:2][CH2:3]2)=[N:17][CH:18]=1.